This data is from Full USPTO retrosynthesis dataset with 1.9M reactions from patents (1976-2016). The task is: Predict the reactants needed to synthesize the given product. (1) Given the product [CH3:1][C:2]1[CH:3]=[CH:4][C:5]([C:8]2[C:9]([C:15]([NH:17][C:18]3[CH:23]=[CH:22][C:21]([NH:24][CH2:32][CH2:33][C:34]4[N:35]=[C:36]([CH3:39])[S:37][CH:38]=4)=[CH:20][CH:19]=3)=[O:16])=[CH:10][CH:11]=[CH:12][C:13]=2[CH3:14])=[CH:6][CH:7]=1, predict the reactants needed to synthesize it. The reactants are: [CH3:1][C:2]1[CH:7]=[CH:6][C:5]([C:8]2[C:13]([CH3:14])=[CH:12][CH:11]=[CH:10][C:9]=2[C:15]([NH:17][C:18]2[CH:23]=[CH:22][C:21]([N:24]([CH2:32][CH2:33][C:34]3[N:35]=[C:36]([CH3:39])[S:37][CH:38]=3)C(=O)OC(C)(C)C)=[CH:20][CH:19]=2)=[O:16])=[CH:4][CH:3]=1.FC(F)(F)C(O)=O. (2) Given the product [F:33][CH2:32][CH2:31][O:8][C@@H:9]1[CH2:13][CH2:12][N:11]([C:14]([O:16][C:17]([CH3:20])([CH3:19])[CH3:18])=[O:15])[CH2:10]1, predict the reactants needed to synthesize it. The reactants are: [H-].[Na+].CN(C=O)C.[OH:8][C@@H:9]1[CH2:13][CH2:12][N:11]([C:14]([O:16][C:17]([CH3:20])([CH3:19])[CH3:18])=[O:15])[CH2:10]1.C1(C)C=CC(S(O[CH2:31][CH2:32][F:33])(=O)=O)=CC=1. (3) Given the product [S:36]([C:33]1[CH:34]=[CH:35][C:30]([CH3:29])=[CH:31][CH:32]=1)([OH:39])(=[O:38])=[O:37].[F:20][C:17]1[CH:18]=[CH:19][C:14]([O:13][CH:10]2[CH2:11][CH2:12][NH:8][CH2:9]2)=[CH:15][CH:16]=1, predict the reactants needed to synthesize it. The reactants are: C(OC([N:8]1[CH2:12][CH2:11][CH:10]([O:13][C:14]2[CH:19]=[CH:18][C:17]([F:20])=[CH:16][CH:15]=2)[CH2:9]1)=O)(C)(C)C.O.C(O)(C(F)(F)F)=O.[CH3:29][C:30]1[CH:31]=[CH:32][C:33]([S:36]([OH:39])(=[O:38])=[O:37])=[CH:34][CH:35]=1. (4) Given the product [CH2:17]([NH:16][C:14](=[O:15])[C:13]1[CH:12]=[C:11]([C:7]2[CH:6]=[C:5]3[C:10]([C:2]([C:26]4[CH:25]=[N:24][CH:29]=[CH:28][CH:27]=4)=[N:3][NH:4]3)=[CH:9][CH:8]=2)[C:21]([CH3:22])=[C:20]([F:23])[CH:19]=1)[CH3:18], predict the reactants needed to synthesize it. The reactants are: Br[C:2]1[C:10]2[C:5](=[CH:6][C:7]([C:11]3[CH:12]=[C:13]([CH:19]=[C:20]([F:23])[C:21]=3[CH3:22])[C:14]([NH:16][CH2:17][CH3:18])=[O:15])=[CH:8][CH:9]=2)[NH:4][N:3]=1.[N:24]1[CH:29]=[CH:28][CH:27]=[C:26](B(O)O)[CH:25]=1.C(=O)([O-])O.[Na+]. (5) Given the product [F:23][C:24]1[CH:29]=[C:28]([F:30])[CH:27]=[CH:26][C:25]=1[NH:31][C:32]([O:1][CH2:2][CH2:3][C:4]1[CH:5]=[C:6]([CH2:12][CH:13]([O:19][CH:20]([CH3:21])[CH3:22])[C:14]([OH:16])=[O:15])[CH:7]=[CH:8][C:9]=1[O:10][CH3:11])=[O:33], predict the reactants needed to synthesize it. The reactants are: [OH:1][CH2:2][CH2:3][C:4]1[CH:5]=[C:6]([CH2:12][CH:13]([O:19][CH:20]([CH3:22])[CH3:21])[C:14]([O:16]CC)=[O:15])[CH:7]=[CH:8][C:9]=1[O:10][CH3:11].[F:23][C:24]1[CH:29]=[C:28]([F:30])[CH:27]=[CH:26][C:25]=1[N:31]=[C:32]=[O:33].